Dataset: Catalyst prediction with 721,799 reactions and 888 catalyst types from USPTO. Task: Predict which catalyst facilitates the given reaction. (1) Reactant: [O:1]([C:8]1[CH:29]=[CH:28][C:11]([O:12][C:13]2[C:14]3[N:21]([CH2:22][CH:23]4[CH2:27][CH2:26][CH2:25][NH:24]4)[CH:20]=[CH:19][C:15]=3[N:16]=[CH:17][N:18]=2)=[CH:10][CH:9]=1)[C:2]1[CH:7]=[CH:6][CH:5]=[CH:4][CH:3]=1.C(=O)(O)[O-].[Na+].[C:35](Br)#[N:36]. Product: [O:1]([C:8]1[CH:29]=[CH:28][C:11]([O:12][C:13]2[C:14]3[N:21]([CH2:22][CH:23]4[CH2:27][CH2:26][CH2:25][N:24]4[C:35]#[N:36])[CH:20]=[CH:19][C:15]=3[N:16]=[CH:17][N:18]=2)=[CH:10][CH:9]=1)[C:2]1[CH:7]=[CH:6][CH:5]=[CH:4][CH:3]=1. The catalyst class is: 46. (2) Reactant: [CH3:1][S:2](Cl)(=[O:4])=[O:3].[C:6]1([C:16]#[C:17][CH2:18][CH2:19][CH2:20][OH:21])[C:15]2[C:10](=[CH:11][CH:12]=[CH:13][CH:14]=2)[CH:9]=[CH:8][CH:7]=1.C(N(CC)CC)C.O. Product: [CH3:1][S:2]([O:21][CH2:20][CH2:19][CH2:18][C:17]#[C:16][C:6]1[C:15]2[C:10](=[CH:11][CH:12]=[CH:13][CH:14]=2)[CH:9]=[CH:8][CH:7]=1)(=[O:4])=[O:3]. The catalyst class is: 4.